This data is from Forward reaction prediction with 1.9M reactions from USPTO patents (1976-2016). The task is: Predict the product of the given reaction. (1) The product is: [C:20]([NH:1][CH2:2][C:3]1[CH:4]=[CH:5][C:6]([C:7]([OH:9])=[O:8])=[CH:10][CH:11]=1)([O:19][CH2:12][C:13]1[CH:18]=[CH:17][CH:16]=[CH:15][CH:14]=1)=[O:21]. Given the reactants [NH2:1][CH2:2][C:3]1[CH:11]=[CH:10][C:6]([C:7]([OH:9])=[O:8])=[CH:5][CH:4]=1.[CH2:12]([O:19][C:20](Cl)=[O:21])[C:13]1[CH:18]=[CH:17][CH:16]=[CH:15][CH:14]=1.Cl, predict the reaction product. (2) Given the reactants [N+:1]([C:4]1[CH:5]=[C:6]2[CH2:29][C:11]3([C:19]4[C:14](=[N:15][CH:16]=[CH:17][CH:18]=4)[N:13]([CH2:20][O:21][CH2:22][CH2:23][Si:24]([CH3:27])([CH3:26])[CH3:25])[C:12]3=[O:28])[CH2:10][C:7]2=[N:8][CH:9]=1)([O-])=O, predict the reaction product. The product is: [NH2:1][C:4]1[CH:5]=[C:6]2[CH2:29][C:11]3([C:19]4[C:14](=[N:15][CH:16]=[CH:17][CH:18]=4)[N:13]([CH2:20][O:21][CH2:22][CH2:23][Si:24]([CH3:25])([CH3:26])[CH3:27])[C:12]3=[O:28])[CH2:10][C:7]2=[N:8][CH:9]=1. (3) The product is: [F:42][C:43]1[C:51]([F:52])=[CH:50][CH:49]=[C:48]([N:38]2[N:39]=[CH:40][CH:41]=[N:37]2)[C:44]=1[C:45]([OH:47])=[O:46]. Given the reactants N1N(C2C=CC(C(F)(F)F)=CC=2C(O)=O)N=CC=1.N1(C2C=CC(C(F)(F)F)=CC=2C(O)=O)C=CN=N1.[N:37]1[NH:38][N:39]=[CH:40][CH:41]=1.[F:42][C:43]1[C:51]([F:52])=[CH:50][CH:49]=[C:48](I)[C:44]=1[C:45]([OH:47])=[O:46], predict the reaction product.